From a dataset of Catalyst prediction with 721,799 reactions and 888 catalyst types from USPTO. Predict which catalyst facilitates the given reaction. Product: [N+:1]([C:4]1[CH:9]=[CH:8][C:7]([C:10]([P:12](=[O:19])([O:13][CH2:14][CH3:15])[O:16][CH2:17][CH3:18])([CH3:23])[CH3:11])=[CH:6][CH:5]=1)([O-:3])=[O:2]. Reactant: [N+:1]([C:4]1[CH:9]=[CH:8][C:7]([CH:10]([P:12](=[O:19])([O:16][CH2:17][CH3:18])[O:13][CH2:14][CH3:15])[CH3:11])=[CH:6][CH:5]=1)([O-:3])=[O:2].[H-].[Na+].I[CH3:23].O. The catalyst class is: 49.